This data is from CYP2C9 inhibition data for predicting drug metabolism from PubChem BioAssay. The task is: Regression/Classification. Given a drug SMILES string, predict its absorption, distribution, metabolism, or excretion properties. Task type varies by dataset: regression for continuous measurements (e.g., permeability, clearance, half-life) or binary classification for categorical outcomes (e.g., BBB penetration, CYP inhibition). Dataset: cyp2c9_veith. The molecule is CN1C[C@@H](CS(=O)(=O)N(C)C)C[C@H]2c3cccc4c3c(cn4C)C[C@@H]21. The result is 0 (non-inhibitor).